From a dataset of Full USPTO retrosynthesis dataset with 1.9M reactions from patents (1976-2016). Predict the reactants needed to synthesize the given product. (1) Given the product [CH3:35][C:10]1([CH2:9][OH:8])[S:16][CH2:15][CH2:14][N:13]2[C:17]([C:20]3([C:23]4[CH:24]=[CH:25][C:26]([C:29]5[CH:34]=[N:33][CH:32]=[CH:31][N:30]=5)=[CH:27][CH:28]=4)[CH2:22][CH2:21]3)=[N:18][N:19]=[C:12]2[CH2:11]1, predict the reactants needed to synthesize it. The reactants are: [Si]([O:8][CH2:9][C:10]1([CH3:35])[S:16][CH2:15][CH2:14][N:13]2[C:17]([C:20]3([C:23]4[CH:28]=[CH:27][C:26]([C:29]5[CH:34]=[N:33][CH:32]=[CH:31][N:30]=5)=[CH:25][CH:24]=4)[CH2:22][CH2:21]3)=[N:18][N:19]=[C:12]2[CH2:11]1)(C(C)(C)C)(C)C.Cl. (2) The reactants are: [CH2:1]([NH:8][C:9]([C:11]1[C:12]([OH:20])=[N:13][CH:14]=[C:15]([CH:19]=1)[C:16]([OH:18])=[O:17])=[O:10])[C:2]1[CH:7]=[CH:6][CH:5]=[CH:4][CH:3]=1.CCN=C=NCCCN(C)C.Cl.C1C=CC2N(O)N=NC=2C=1.[CH2:43](N)[C:44]1[CH:49]=[CH:48][CH:47]=[CH:46][CH:45]=1. Given the product [CH2:1]([N:8]([CH2:43][C:44]1[CH:49]=[CH:48][CH:47]=[CH:46][CH:45]=1)[C:9]([C:11]1[C:12](=[O:20])[NH:13][CH:14]=[C:15]([C:16]([OH:18])=[O:17])[CH:19]=1)=[O:10])[C:2]1[CH:7]=[CH:6][CH:5]=[CH:4][CH:3]=1, predict the reactants needed to synthesize it. (3) Given the product [C:4]([CH:6]1[CH2:7][CH2:8][N:9]([C:12]([O:14][CH2:15][C:16]2[CH:17]=[CH:18][CH:19]=[CH:20][CH:21]=2)=[O:13])[CH2:10][CH2:11]1)(=[O:5])[CH2:33][CH2:32][CH:31]=[CH2:30], predict the reactants needed to synthesize it. The reactants are: CON(C)[C:4]([CH:6]1[CH2:11][CH2:10][N:9]([C:12]([O:14][CH2:15][C:16]2[CH:21]=[CH:20][CH:19]=[CH:18][CH:17]=2)=[O:13])[CH2:8][CH2:7]1)=[O:5].C(=O)=O.CC(C)=O.[CH2:30]([Mg]Br)[CH2:31][CH:32]=[CH2:33]. (4) Given the product [CH:15]1([CH2:21][C:22]([CH2:9][C:2]2[CH:3]=[C:4]([CH3:8])[CH:5]=[C:6]([CH3:7])[N:1]=2)([OH:36])[CH2:23][C:24]([C:27]2[CH:32]=[C:31]([F:33])[CH:30]=[CH:29][C:28]=2[O:34][CH3:35])([CH3:26])[CH3:25])[CH2:16][CH2:17][CH2:18][CH2:19][CH2:20]1, predict the reactants needed to synthesize it. The reactants are: [N:1]1[C:6]([CH3:7])=[CH:5][C:4]([CH3:8])=[CH:3][C:2]=1[CH3:9].C([Li])(C)(C)C.[CH:15]1([CH2:21][C:22](=[O:36])[CH2:23][C:24]([C:27]2[CH:32]=[C:31]([F:33])[CH:30]=[CH:29][C:28]=2[O:34][CH3:35])([CH3:26])[CH3:25])[CH2:20][CH2:19][CH2:18][CH2:17][CH2:16]1. (5) Given the product [CH3:2][O:3][C:4]1[CH:5]=[C:6]([S:12]([N:15]2[CH2:20][C@H:19]([CH3:21])[N:18]([S:42]([C:40]3[CH:39]=[CH:38][C:37]4[O:32][CH2:33][CH2:34][O:35][C:36]=4[CH:41]=3)(=[O:43])=[O:44])[CH2:17][C@@H:16]2[CH3:22])(=[O:13])=[O:14])[CH:7]=[CH:8][C:9]=1[O:10][CH3:11], predict the reactants needed to synthesize it. The reactants are: Cl.[CH3:2][O:3][C:4]1[CH:5]=[C:6]([S:12]([N:15]2[CH2:20][C@H:19]([CH3:21])[NH:18][CH2:17][C@@H:16]2[CH3:22])(=[O:14])=[O:13])[CH:7]=[CH:8][C:9]=1[O:10][CH3:11].CCN(C(C)C)C(C)C.[O:32]1[C:37]2[CH:38]=[CH:39][C:40]([S:42](Cl)(=[O:44])=[O:43])=[CH:41][C:36]=2[O:35][CH2:34][CH2:33]1. (6) Given the product [Cl:1][C:2]1[CH:7]=[CH:6][C:5]([C@H:8]2[C@H:13]([OH:14])[C@@H:12]([OH:15])[C@H:11]([OH:16])[C@@H:10]([S:17]([CH2:18][CH3:19])=[O:30])[O:9]2)=[CH:4][C:3]=1[CH2:20][C:21]1[CH:22]=[CH:23][C:24]([O:27][CH2:28][CH3:29])=[CH:25][CH:26]=1, predict the reactants needed to synthesize it. The reactants are: [Cl:1][C:2]1[CH:7]=[CH:6][C:5]([C@H:8]2[C@H:13]([OH:14])[C@@H:12]([OH:15])[C@H:11]([OH:16])[C@@H:10]([S:17][CH2:18][CH3:19])[O:9]2)=[CH:4][C:3]=1[CH2:20][C:21]1[CH:26]=[CH:25][C:24]([O:27][CH2:28][CH3:29])=[CH:23][CH:22]=1.[OH:30]O.